This data is from Full USPTO retrosynthesis dataset with 1.9M reactions from patents (1976-2016). The task is: Predict the reactants needed to synthesize the given product. (1) Given the product [I:1][C:2]1[CH:10]=[CH:9][C:8]([CH3:11])=[CH:7][C:3]=1[C:4]([O:6][CH3:19])=[O:5], predict the reactants needed to synthesize it. The reactants are: [I:1][C:2]1[CH:10]=[CH:9][C:8]([CH3:11])=[CH:7][C:3]=1[C:4]([OH:6])=[O:5].S(=O)(=O)(O)O.[OH-].[Na+].[CH3:19]O. (2) Given the product [CH2:1]([O:8][P:9]([O:19][CH2:20][CH2:21][CH2:22][O:23][CH2:24][C:25]([CH3:34])([CH3:33])[C:26]([OH:28])=[O:27])([O:11][CH2:12][C:13]1[CH:14]=[CH:15][CH:16]=[CH:17][CH:18]=1)=[O:10])[C:2]1[CH:3]=[CH:4][CH:5]=[CH:6][CH:7]=1, predict the reactants needed to synthesize it. The reactants are: [CH2:1]([O:8][P:9]([O:19][CH2:20][CH2:21][CH2:22][O:23][CH2:24][C:25]([CH3:34])([CH3:33])[C:26]([O:28]C(C)(C)C)=[O:27])([O:11][CH2:12][C:13]1[CH:18]=[CH:17][CH:16]=[CH:15][CH:14]=1)=[O:10])[C:2]1[CH:7]=[CH:6][CH:5]=[CH:4][CH:3]=1.C(O)(C(F)(F)F)=O. (3) Given the product [Cl:1][C:2]1[CH:7]=[CH:6][C:5]([CH:8]2[C:13]3[CH:14]=[C:15]([C:17]4[CH:18]=[CH:19][N:20]=[CH:21][CH:22]=4)[S:16][C:12]=3[CH2:11][CH2:10][C:9]2([CH3:24])[CH3:23])=[CH:4][CH:3]=1, predict the reactants needed to synthesize it. The reactants are: [Cl:1][C:2]1[CH:7]=[CH:6][C:5]([C:8]2(O)[C:13]3[CH:14]=[C:15]([C:17]4[CH:22]=[CH:21][N:20]=[CH:19][CH:18]=4)[S:16][C:12]=3[CH2:11][CH2:10][C:9]2([CH3:24])[CH3:23])=[CH:4][CH:3]=1.FC(F)(F)C(O)=O.C([SiH](CC)CC)C. (4) Given the product [CH:18]1([NH:17][C:10]2[C:9]([F:21])=[C:8]([N:1]3[CH2:6][CH2:5][S:4][CH2:3][CH2:2]3)[N:13]=[C:12]([CH:14]3[CH2:16][CH2:15]3)[N:11]=2)[CH2:20][CH2:19]1, predict the reactants needed to synthesize it. The reactants are: [NH:1]1[CH2:6][CH2:5][S:4][CH2:3][CH2:2]1.Cl[C:8]1[N:13]=[C:12]([CH:14]2[CH2:16][CH2:15]2)[N:11]=[C:10]([NH:17][CH:18]2[CH2:20][CH2:19]2)[C:9]=1[F:21]. (5) Given the product [CH2:31]([N:8]([CH:7]([C:1]1[CH:2]=[CH:3][CH:4]=[CH:5][CH:6]=1)[C:19]1[CH:20]=[CH:21][CH:22]=[CH:23][CH:24]=1)[S:9]([CH2:12][C@H:13]([CH3:18])[C:14]([O:16][CH3:17])=[O:15])(=[O:10])=[O:11])[C:32]1[CH:37]=[CH:36][CH:35]=[CH:34][CH:33]=1, predict the reactants needed to synthesize it. The reactants are: [C:1]1([CH:7]([C:19]2[CH:24]=[CH:23][CH:22]=[CH:21][CH:20]=2)[NH:8][S:9]([CH2:12][C@H:13]([CH3:18])[C:14]([O:16][CH3:17])=[O:15])(=[O:11])=[O:10])[CH:6]=[CH:5][CH:4]=[CH:3][CH:2]=1.C([O-])([O-])=O.[K+].[K+].[CH2:31](Br)[C:32]1[CH:37]=[CH:36][CH:35]=[CH:34][CH:33]=1. (6) Given the product [CH2:1]([O:8][C:15]1[CH:16]=[CH:17][C:12]([Cl:11])=[C:13]([CH2:19][C:20]([OH:22])=[O:21])[CH:14]=1)[C:2]1[CH:7]=[CH:6][CH:5]=[CH:4][CH:3]=1, predict the reactants needed to synthesize it. The reactants are: [CH2:1]([OH:8])[C:2]1[CH:7]=[CH:6][CH:5]=[CH:4][CH:3]=1.[H-].[Na+].[Cl:11][C:12]1[CH:17]=[CH:16][C:15](F)=[CH:14][C:13]=1[CH2:19][C:20]([OH:22])=[O:21].